The task is: Predict the reaction yield, written as a fraction of the theoretical maximum amount of product (1.0 means a 100% yield; for example, 0.34 means a 34% yield).. This data is from Reaction yield outcomes from USPTO patents with 853,638 reactions. (1) The reactants are Cl[C:2](Cl)=[CH:3][CH:4]=[O:5].[CH2:7]1[CH:9]([C:10]([NH2:12])=[NH:11])[CH2:8]1.Cl.[F:14][C:15]([F:24])([F:23])[C:16]1[CH:17]=[C:18](O)[CH:19]=[CH:20][CH:21]=1.C(=O)([O-])[O-].[K+].[K+].COC(OC)C. The catalyst is C(COC)OC. The product is [CH:9]1([C:10]2[N:12]=[C:4]([O:5][C:20]3[CH:19]=[CH:18][CH:17]=[C:16]([C:15]([F:24])([F:23])[F:14])[CH:21]=3)[CH:3]=[CH:2][N:11]=2)[CH2:8][CH2:7]1. The yield is 0.750. (2) The reactants are [CH:1]([C:3]1[N:4]=[CH:5][NH:6][C:7]=1[C:8]([O:10][CH3:11])=[O:9])=O.[O-]S([O-])(=O)=O.[Na+].[Na+].[CH2:19]([NH:26][CH2:27][CH2:28][OH:29])[C:20]1[CH:25]=[CH:24][CH:23]=[CH:22][CH:21]=1.C(O[BH-](OC(=O)C)OC(=O)C)(=O)C.[Na+]. The catalyst is C1COCC1. The product is [CH2:19]([N:26]([CH2:1][C:3]1[N:4]=[CH:5][NH:6][C:7]=1[C:8]([O:10][CH3:11])=[O:9])[CH2:27][CH2:28][OH:29])[C:20]1[CH:25]=[CH:24][CH:23]=[CH:22][CH:21]=1. The yield is 0.980. (3) The reactants are Br[CH2:2][CH2:3][O:4][CH2:5][CH2:6]Br.C(=O)([O-])[O-].[K+].[K+].[NH2:14][C:15]1[C:16]([O:26][CH3:27])=[CH:17][C:18]([Cl:25])=[C:19]([CH:24]=1)[C:20]([O:22][CH3:23])=[O:21]. The catalyst is CC(N(C)C)=O. The product is [Cl:25][C:18]1[CH:17]=[C:16]([O:26][CH3:27])[C:15]([N:14]2[CH2:6][CH2:5][O:4][CH2:3][CH2:2]2)=[CH:24][C:19]=1[C:20]([O:22][CH3:23])=[O:21]. The yield is 0.600. (4) The reactants are Cl[CH2:2][CH2:3][CH2:4][CH2:5][NH:6][C:7](=[O:13])[O:8][C:9]([CH3:12])([CH3:11])[CH3:10].[NH:14]1[C:18]2[CH:19]=[CH:20][CH:21]=[CH:22][C:17]=2[N:16]=[C:15]1[CH2:23][N:24]([CH3:35])[CH:25]1[C:34]2[N:33]=[CH:32][CH:31]=[CH:30][C:29]=2[CH2:28][CH2:27][CH2:26]1.CN(CC1N(CC2C=NC=CC=2)C2C=CC=CC=2N=1)C1C2N=CC=CC=2CCC1. No catalyst specified. The product is [CH3:35][N:24]([CH2:23][C:15]1[N:14]([CH2:2][CH2:3][CH2:4][CH2:5][NH:6][C:7](=[O:13])[O:8][C:9]([CH3:12])([CH3:11])[CH3:10])[C:18]2[CH:19]=[CH:20][CH:21]=[CH:22][C:17]=2[N:16]=1)[CH:25]1[C:34]2[N:33]=[CH:32][CH:31]=[CH:30][C:29]=2[CH2:28][CH2:27][CH2:26]1. The yield is 0.320.